From a dataset of Full USPTO retrosynthesis dataset with 1.9M reactions from patents (1976-2016). Predict the reactants needed to synthesize the given product. (1) Given the product [CH2:1]([O:8][C:9]1[CH:14]=[C:13]([O:15][CH2:16][C:17]2[CH:22]=[CH:21][CH:20]=[CH:19][CH:18]=2)[C:12]([Cl:23])=[CH:11][C:10]=1[C:24]1[O:28][N:27]=[C:26]([C:29]([OH:31])=[O:30])[CH:25]=1)[C:2]1[CH:3]=[CH:4][CH:5]=[CH:6][CH:7]=1, predict the reactants needed to synthesize it. The reactants are: [CH2:1]([O:8][C:9]1[CH:14]=[C:13]([O:15][CH2:16][C:17]2[CH:22]=[CH:21][CH:20]=[CH:19][CH:18]=2)[C:12]([Cl:23])=[CH:11][C:10]=1[C:24]1[O:28][N:27]=[C:26]([C:29]([O:31]CC)=[O:30])[CH:25]=1)[C:2]1[CH:7]=[CH:6][CH:5]=[CH:4][CH:3]=1.CO.[Li+].[OH-]. (2) Given the product [ClH:1].[N:2]12[CH2:11][CH:6]3[CH2:7][CH:8]([CH2:10][CH:4]([C@H:5]3[NH:12][C:22]([C:14]3[O:13][C:17]4[CH:18]=[CH:19][CH:20]=[CH:21][C:16]=4[CH:15]=3)=[O:23])[CH2:3]1)[CH2:9]2, predict the reactants needed to synthesize it. The reactants are: [ClH:1].[N:2]12[CH2:11][CH:6]3[CH2:7][CH:8]([CH2:10][CH:4]([C@H:5]3[NH2:12])[CH2:3]1)[CH2:9]2.[O:13]1[C:17]2[CH:18]=[CH:19][CH:20]=[CH:21][C:16]=2[CH:15]=[C:14]1[C:22](O)=[O:23].N. (3) Given the product [CH2:25]([NH:27][C:28]([C@H:30]1[CH2:34][CH2:33][N:32]([C:21]([C:6]2[CH:7]=[C:8]3[C:3](=[CH:4][CH:5]=2)[N:2]([CH3:1])[C:14]2[CH2:13][CH2:12][C@@H:11]([CH:15]4[CH2:20][CH2:19][O:18][CH2:17][CH2:16]4)[CH2:10][C:9]3=2)=[O:23])[CH2:31]1)=[O:29])[CH3:26], predict the reactants needed to synthesize it. The reactants are: [CH3:1][N:2]1[C:14]2[CH2:13][CH2:12][C@@H:11]([CH:15]3[CH2:20][CH2:19][O:18][CH2:17][CH2:16]3)[CH2:10][C:9]=2[C:8]2[C:3]1=[CH:4][CH:5]=[C:6]([C:21]([OH:23])=O)[CH:7]=2.Cl.[CH2:25]([NH:27][C:28]([C@@H:30]1[CH2:34][CH2:33][NH:32][C:31]1=O)=[O:29])[CH3:26].CN(C(ON1N=NC2C=CC=NC1=2)=[N+](C)C)C.F[P-](F)(F)(F)(F)F.C(N(CC)C(C)C)(C)C. (4) Given the product [C:27]([O:26][C@@H:25]([C@H:20]([C@@H:15]([C@@H:9]([CH2:10][O:11][C:12](=[O:14])[NH2:13])[O:8][C:5](=[O:7])[NH2:6])[O:16][C:17](=[O:19])[NH2:18])[O:21][C:22](=[O:24])[NH2:23])[CH2:30][O:31][C:32](=[O:34])[NH2:33])(=[O:29])[NH2:28].[CH2:1]=[O:2], predict the reactants needed to synthesize it. The reactants are: [CH2:1]=[O:2].[OH-].[Na+].[C:5]([O:8][C@@H:9]([C@H:15]([C@@H:20]([C@@H:25]([CH2:30][O:31][C:32](=[O:34])[NH2:33])[O:26][C:27](=[O:29])[NH2:28])[O:21][C:22](=[O:24])[NH2:23])[O:16][C:17](=[O:19])[NH2:18])[CH2:10][O:11][C:12](=[O:14])[NH2:13])(=[O:7])[NH2:6].